Regression/Classification. Given a drug SMILES string, predict its absorption, distribution, metabolism, or excretion properties. Task type varies by dataset: regression for continuous measurements (e.g., permeability, clearance, half-life) or binary classification for categorical outcomes (e.g., BBB penetration, CYP inhibition). Dataset: cyp1a2_veith. From a dataset of CYP1A2 inhibition data for predicting drug metabolism from PubChem BioAssay. (1) The compound is CCCCN=c1sc(C(=O)OC)cc(=O)n1CCCC. The result is 1 (inhibitor). (2) The compound is O=C(CCCC(=O)OCC(=O)c1ccc(Cl)cc1Cl)Nc1cc(C(F)(F)F)ccc1Cl. The result is 1 (inhibitor). (3) The molecule is COC(=O)[C@@H]1C[C@H]1[C@@H](NC(=O)c1cc(C)nn1C)c1ccccc1. The result is 1 (inhibitor). (4) The molecule is COc1ccc2[nH]cc(CCNc3cc(-c4ccccc4C)ncn3)c2c1. The result is 1 (inhibitor). (5) The drug is CC1(C)CC2(CC(c3cccs3)c3cc(Cl)c(O)cc3O2)NC(=S)N1. The result is 0 (non-inhibitor). (6) The compound is Nc1nc(SCCc2ccccc2)c2[nH]cnc2n1. The result is 1 (inhibitor). (7) The molecule is CN(C)CCNCCN. The result is 0 (non-inhibitor). (8) The drug is Cc1cccc(CNc2cc(-c3ccoc3)ncn2)c1. The result is 1 (inhibitor). (9) The drug is Fc1ccc(Nc2ncncc2-c2ccoc2)cc1. The result is 1 (inhibitor). (10) The drug is COc1ccccc1CNC(=O)C/C(C)=N/NC(=O)Cc1ccccc1. The result is 0 (non-inhibitor).